From a dataset of Full USPTO retrosynthesis dataset with 1.9M reactions from patents (1976-2016). Predict the reactants needed to synthesize the given product. (1) Given the product [OH:3][CH2:4][CH2:5][O:6][NH:7][C:8]([C:10]1[CH:11]=[CH:12][C:13]2[N:14]([CH:25]=[N:26][CH:27]=2)[C:15]=1[NH:16][C:17]1[CH:22]=[CH:21][C:20]([Br:23])=[CH:19][C:18]=1[F:24])=[O:9], predict the reactants needed to synthesize it. The reactants are: C([O:3][CH2:4][CH2:5][O:6][NH:7][C:8]([C:10]1[CH:11]=[CH:12][C:13]2[N:14]([CH:25]=[N:26][CH:27]=2)[C:15]=1[NH:16][C:17]1[CH:22]=[CH:21][C:20]([Br:23])=[CH:19][C:18]=1[F:24])=[O:9])=C.Cl. (2) Given the product [NH:19]=[C:34]([NH:26][C:27](=[O:33])[O:28][C:29]([CH3:32])([CH3:31])[CH3:30])[NH:35][C:11](=[O:13])[C@H:10]([O:9][C:2]1[C:1]([CH3:15])=[CH:6][C:5]([CH3:7])=[CH:4][C:3]=1[CH3:8])[CH3:14], predict the reactants needed to synthesize it. The reactants are: [C:1]1([CH3:15])[CH:6]=[C:5]([CH3:7])[CH:4]=[C:3]([CH3:8])[C:2]=1[O:9][C@H:10]([CH3:14])[C:11]([OH:13])=O.C([N:19](C(C)C)CC)(C)C.N[N:26]([CH:34]=[NH:35])[C:27](=[O:33])[O:28][C:29]([CH3:32])([CH3:31])[CH3:30].O.ON1C2C=CC=CC=2N=N1.F[P-](F)(F)(F)(F)F.N1(OC(N(C)C)=[N+](C)C)C2C=CC=CC=2N=N1. (3) Given the product [F:12][C:9]([F:10])([F:11])[C:7]1[CH:6]=[C:5]([C:13]([CH3:38])([CH3:37])[C:14]([N:16]([C:17]2[CH:18]=[N:19][C:20]([N:30]3[CH2:31][CH2:32][S:43](=[O:45])(=[O:42])[CH2:34][CH2:35]3)=[CH:21][C:22]=2[C:23]2[CH:28]=[CH:27][CH:26]=[CH:25][C:24]=2[CH3:29])[CH3:36])=[O:15])[CH:4]=[C:3]([C:2]([F:39])([F:40])[F:1])[CH:8]=1, predict the reactants needed to synthesize it. The reactants are: [F:1][C:2]([F:40])([F:39])[C:3]1[CH:4]=[C:5]([C:13]([CH3:38])([CH3:37])[C:14]([N:16]([CH3:36])[C:17]2[CH:18]=[N:19][C:20]([N:30]3[CH2:35][CH2:34]S[CH2:32][CH2:31]3)=[CH:21][C:22]=2[C:23]2[CH:28]=[CH:27][CH:26]=[CH:25][C:24]=2[CH3:29])=[O:15])[CH:6]=[C:7]([C:9]([F:12])([F:11])[F:10])[CH:8]=1.O[O:42][S:43]([O-:45])=O.[K+].S([O-])(O)=O.[Na+].C(=O)([O-])[O-].[Na+].[Na+].